This data is from Full USPTO retrosynthesis dataset with 1.9M reactions from patents (1976-2016). The task is: Predict the reactants needed to synthesize the given product. Given the product [CH2:2]=[C:16]1[CH2:17][CH2:18][CH2:19][CH2:20][CH:15]1[CH2:14][O:13][CH2:6][C:7]1[CH:12]=[CH:11][CH:10]=[CH:9][CH:8]=1, predict the reactants needed to synthesize it. The reactants are: [Li][CH2:2]CCC.[CH2:6]([O:13][CH2:14][CH:15]1[CH2:20][CH2:19][CH2:18][CH2:17][C:16]1=O)[C:7]1[CH:12]=[CH:11][CH:10]=[CH:9][CH:8]=1.